Dataset: Catalyst prediction with 721,799 reactions and 888 catalyst types from USPTO. Task: Predict which catalyst facilitates the given reaction. (1) Reactant: C(OC([NH:8][CH2:9][CH2:10][CH2:11][C@H:12]([NH:16][C:17]([C:19]1[C:20](=[O:34])[N:21]([CH2:25][C:26]2[CH:31]=[C:30]([Cl:32])[CH:29]=[C:28]([Cl:33])[CH:27]=2)[CH:22]=[CH:23][CH:24]=1)=[O:18])[C:13]([OH:15])=[O:14])=O)(C)(C)C.[C:35]([OH:41])([C:37]([F:40])([F:39])[F:38])=[O:36]. Product: [NH2:8][CH2:9][CH2:10][CH2:11][C@H:12]([NH:16][C:17]([C:19]1[C:20](=[O:34])[N:21]([CH2:25][C:26]2[CH:31]=[C:30]([Cl:32])[CH:29]=[C:28]([Cl:33])[CH:27]=2)[CH:22]=[CH:23][CH:24]=1)=[O:18])[C:13]([OH:15])=[O:14].[C:35]([OH:41])([C:37]([F:40])([F:39])[F:38])=[O:36]. The catalyst class is: 4. (2) Reactant: [N:1]([CH2:4][Si:5]([O:8][CH3:9])([CH3:7])[CH3:6])=[C:2]=[O:3].[C:10]1(=[O:17])[NH:16][CH2:15][CH2:14][CH2:13][CH2:12][CH2:11]1. Product: [CH3:9][O:8][Si:5]([CH2:4][NH:1][C:2]([N:16]1[CH2:15][CH2:14][CH2:13][CH2:12][CH2:11][C:10]1=[O:17])=[O:3])([CH3:7])[CH3:6]. The catalyst class is: 12. (3) Reactant: [CH3:1][O:2][C:3](=[O:33])[C:4]1[CH:9]=[C:8]([O:10][C:11]2[CH:16]=[CH:15][C:14]([NH2:17])=[C:13]([NH:18][CH2:19][CH2:20][CH3:21])[CH:12]=2)[CH:7]=[CH:6][C:5]=1[NH:22][S:23]([C:26]1[CH:31]=[CH:30][C:29]([CH3:32])=[CH:28][CH:27]=1)(=[O:25])=[O:24].[C:34]1([CH3:44])[CH:39]=[CH:38][C:37]([S:40](Cl)(=[O:42])=[O:41])=[CH:36][CH:35]=1.N1C=CC=CC=1. Product: [CH3:1][O:2][C:3](=[O:33])[C:4]1[CH:9]=[C:8]([O:10][C:11]2[CH:16]=[CH:15][C:14]([NH:17][S:40]([C:37]3[CH:38]=[CH:39][C:34]([CH3:44])=[CH:35][CH:36]=3)(=[O:42])=[O:41])=[C:13]([NH:18][CH2:19][CH2:20][CH3:21])[CH:12]=2)[CH:7]=[CH:6][C:5]=1[NH:22][S:23]([C:26]1[CH:27]=[CH:28][C:29]([CH3:32])=[CH:30][CH:31]=1)(=[O:25])=[O:24]. The catalyst class is: 4. (4) The catalyst class is: 15. Product: [Cl:11][C:12]1[CH:13]=[CH:14][C:15]([O:16][CH2:17][CH2:18][S:19][C:20]2[N:24]=[C:23]3[N:25]=[C:5]([CH3:6])[CH:4]=[C:3]([C:2]([F:10])([F:9])[F:1])[N:22]3[N:21]=2)=[CH:26][CH:27]=1. Reactant: [F:1][C:2]([F:10])([F:9])[C:3](=O)[CH2:4][C:5](=O)[CH3:6].[Cl:11][C:12]1[CH:27]=[CH:26][C:15]([O:16][CH2:17][CH2:18][S:19][C:20]2[N:24]=[C:23]([NH2:25])[NH:22][N:21]=2)=[CH:14][CH:13]=1.